From a dataset of Reaction yield outcomes from USPTO patents with 853,638 reactions. Predict the reaction yield, written as a fraction of the theoretical maximum amount of product (1.0 means a 100% yield; for example, 0.34 means a 34% yield). (1) The product is [NH2:10][C:4]1[CH:5]=[CH:6][C:7]([C:8]#[N:9])=[C:2]([Cl:1])[C:3]=1[F:14]. The catalyst is C(O)C. The reactants are [Cl:1][C:2]1[C:3]([F:14])=[C:4]([NH:10]C(=O)C)[CH:5]=[CH:6][C:7]=1[C:8]#[N:9].C(=O)([O-])O.[Na+]. The yield is 0.640. (2) The reactants are N1CCCCC1.[S:7]1[CH:11]=[CH:10][CH:9]=[C:8]1[CH:12]=O.C(O)(=O)[CH2:15][C:16]([OH:18])=[O:17].Cl. The catalyst is N1C=CC=CC=1. The product is [S:7]1[CH:11]=[CH:10][CH:9]=[C:8]1[CH:12]=[CH:15][C:16]([OH:18])=[O:17]. The yield is 0.920. (3) The reactants are [Br:1][C:2]1[CH:3]=[C:4]2[C:8](=[CH:9][C:10]=1[N+:11]([O-])=O)[NH:7][CH:6]=[CH:5]2. The catalyst is C(O)C.[Ni]. The product is [Br:1][C:2]1[CH:3]=[C:4]2[C:8](=[CH:9][C:10]=1[NH2:11])[NH:7][CH:6]=[CH:5]2. The yield is 0.300. (4) The reactants are [Cl:1][C:2]1[N:3]=[N:4][C:5](Cl)=[CH:6][CH:7]=1.[C:9]([O:13][C:14]([N:16]1[CH:20]=[C:19](B2OC(C)(C)C(C)(C)O2)[CH:18]=[N:17]1)=[O:15])([CH3:12])([CH3:11])[CH3:10].C(=O)([O-])[O-].[K+].[K+]. The catalyst is O1CCOCC1. The product is [C:9]([O:13][C:14]([N:16]1[CH:20]=[C:19]([C:5]2[N:4]=[N:3][C:2]([Cl:1])=[CH:7][CH:6]=2)[CH:18]=[N:17]1)=[O:15])([CH3:12])([CH3:10])[CH3:11]. The yield is 0.460. (5) The reactants are Br[C:2]1[CH:23]=[CH:22][C:5]2[C:6]3[N:7]([CH:11]=[C:12]([C:14]4[N:18]([CH:19]([CH3:21])[CH3:20])[N:17]=[CH:16][N:15]=4)[N:13]=3)[CH2:8][CH2:9][O:10][C:4]=2[CH:3]=1.[Cl:24][C:25]1[CH:30]=[CH:29][C:28](B(O)O)=[CH:27][CH:26]=1.C([O-])([O-])=O.[Cs+].[Cs+]. The catalyst is O1CCOCC1.O. The product is [Cl:24][C:25]1[CH:30]=[CH:29][C:28]([C:2]2[CH:23]=[CH:22][C:5]3[C:6]4[N:7]([CH:11]=[C:12]([C:14]5[N:18]([CH:19]([CH3:21])[CH3:20])[N:17]=[CH:16][N:15]=5)[N:13]=4)[CH2:8][CH2:9][O:10][C:4]=3[CH:3]=2)=[CH:27][CH:26]=1. The yield is 0.210.